From a dataset of NCI-60 drug combinations with 297,098 pairs across 59 cell lines. Regression. Given two drug SMILES strings and cell line genomic features, predict the synergy score measuring deviation from expected non-interaction effect. (1) Drug 1: CC1=C2C(C(=O)C3(C(CC4C(C3C(C(C2(C)C)(CC1OC(=O)C(C(C5=CC=CC=C5)NC(=O)C6=CC=CC=C6)O)O)OC(=O)C7=CC=CC=C7)(CO4)OC(=O)C)O)C)OC(=O)C. Drug 2: CCC1(C2=C(COC1=O)C(=O)N3CC4=CC5=C(C=CC(=C5CN(C)C)O)N=C4C3=C2)O.Cl. Cell line: CCRF-CEM. Synergy scores: CSS=94.4, Synergy_ZIP=1.48, Synergy_Bliss=1.42, Synergy_Loewe=1.20, Synergy_HSA=2.49. (2) Drug 1: CC12CCC(CC1=CCC3C2CCC4(C3CC=C4C5=CN=CC=C5)C)O. Drug 2: CCN(CC)CCCC(C)NC1=C2C=C(C=CC2=NC3=C1C=CC(=C3)Cl)OC. Cell line: HL-60(TB). Synergy scores: CSS=74.1, Synergy_ZIP=42.5, Synergy_Bliss=45.5, Synergy_Loewe=37.2, Synergy_HSA=40.6. (3) Drug 1: CC1OCC2C(O1)C(C(C(O2)OC3C4COC(=O)C4C(C5=CC6=C(C=C35)OCO6)C7=CC(=C(C(=C7)OC)O)OC)O)O. Drug 2: CCCCCOC(=O)NC1=NC(=O)N(C=C1F)C2C(C(C(O2)C)O)O. Cell line: MALME-3M. Synergy scores: CSS=10.2, Synergy_ZIP=-5.25, Synergy_Bliss=0.558, Synergy_Loewe=-17.0, Synergy_HSA=-1.17. (4) Drug 1: C1CNP(=O)(OC1)N(CCCl)CCCl. Drug 2: C1C(C(OC1N2C=NC(=NC2=O)N)CO)O. Cell line: SW-620. Synergy scores: CSS=19.2, Synergy_ZIP=-3.93, Synergy_Bliss=-2.79, Synergy_Loewe=0.238, Synergy_HSA=3.25. (5) Drug 1: C1=C(C(=O)NC(=O)N1)N(CCCl)CCCl. Drug 2: C(CN)CNCCSP(=O)(O)O. Cell line: 786-0. Synergy scores: CSS=21.5, Synergy_ZIP=1.85, Synergy_Bliss=4.69, Synergy_Loewe=-24.7, Synergy_HSA=3.64. (6) Drug 1: CN1C(=O)N2C=NC(=C2N=N1)C(=O)N. Drug 2: C1CN(P(=O)(OC1)NCCCl)CCCl. Cell line: OVCAR3. Synergy scores: CSS=1.90, Synergy_ZIP=2.33, Synergy_Bliss=1.20, Synergy_Loewe=3.40, Synergy_HSA=-3.20. (7) Drug 1: C1C(C(OC1N2C=NC3=C(N=C(N=C32)Cl)N)CO)O. Drug 2: C1CN1C2=NC(=NC(=N2)N3CC3)N4CC4. Cell line: SK-MEL-2. Synergy scores: CSS=35.9, Synergy_ZIP=0.0638, Synergy_Bliss=5.64, Synergy_Loewe=-5.61, Synergy_HSA=0.901. (8) Drug 2: CN(C(=O)NC(C=O)C(C(C(CO)O)O)O)N=O. Synergy scores: CSS=1.56, Synergy_ZIP=-4.02, Synergy_Bliss=1.77, Synergy_Loewe=-24.8, Synergy_HSA=-1.85. Cell line: HCC-2998. Drug 1: C1=NC2=C(N1)C(=S)N=CN2. (9) Drug 1: CC12CCC3C(C1CCC2=O)CC(=C)C4=CC(=O)C=CC34C. Drug 2: CCC1(CC2CC(C3=C(CCN(C2)C1)C4=CC=CC=C4N3)(C5=C(C=C6C(=C5)C78CCN9C7C(C=CC9)(C(C(C8N6C)(C(=O)OC)O)OC(=O)C)CC)OC)C(=O)OC)O.OS(=O)(=O)O. Cell line: NCI-H460. Synergy scores: CSS=52.3, Synergy_ZIP=1.68, Synergy_Bliss=5.02, Synergy_Loewe=-8.55, Synergy_HSA=5.34.